Dataset: Forward reaction prediction with 1.9M reactions from USPTO patents (1976-2016). Task: Predict the product of the given reaction. (1) Given the reactants [C:15]1(C)[CH:16]=[CH:17]C(S([O-])(=[O:8])=[O:8])=[CH:13][CH:14]=1.[NH+]1[CH:17]=[CH:16][CH:15]=[CH:14][CH:13]=1.[OH:18][C:19]1[CH:24]=[CH:23][C:22]([OH:25])=[CH:21][C:20]=1[C:26](=[O:35])[CH2:27][C:28]1[CH:33]=[CH:32][CH:31]=[C:30]([OH:34])[CH:29]=1.[O:36]1[CH:41]=[CH:40][CH2:39][CH2:38][CH2:37]1, predict the reaction product. The product is: [OH:18][C:19]1[CH:24]=[CH:23][C:22]([O:25][CH:17]2[CH2:16][CH2:15][CH2:14][CH2:13][O:8]2)=[CH:21][C:20]=1[C:26](=[O:35])[CH2:27][C:28]1[CH:33]=[CH:32][CH:31]=[C:30]([O:34][CH:41]2[CH2:40][CH2:39][CH2:38][CH2:37][O:36]2)[CH:29]=1. (2) Given the reactants [Cl:1][C:2]1[CH:7]=[CH:6][C:5]([CH:8]2[C:15]3[C:14]([CH3:16])=[N:13][NH:12][C:11]=3[C:10](=[O:17])[N:9]2[C:18]2[CH:23]=[C:22]([CH3:24])[C:21](=[O:25])[N:20]([CH3:26])[CH:19]=2)=[CH:4][CH:3]=1.[CH3:27][C:28]1[C:33](B(O)O)=[CH:32][CH:31]=[CH:30][N:29]=1.N1C=CC=CC=1, predict the reaction product. The product is: [Cl:1][C:2]1[CH:7]=[CH:6][C:5]([CH:8]2[C:15]3[C:11](=[N:12][N:13]([C:33]4[C:28]([CH3:27])=[N:29][CH:30]=[CH:31][CH:32]=4)[C:14]=3[CH3:16])[C:10](=[O:17])[N:9]2[C:18]2[CH:23]=[C:22]([CH3:24])[C:21](=[O:25])[N:20]([CH3:26])[CH:19]=2)=[CH:4][CH:3]=1. (3) Given the reactants [CH2:1]([O:3][C:4](=[O:17])[C:5]1[CH:10]=[CH:9][CH:8]=[N:7][C:6]=1[O:11]CCCOC)C.[CH2:18]([O:20][C:21](=O)[C:22]1C=CC=N[C:23]=1[OH:28])C.COCCCBr, predict the reaction product. The product is: [CH3:18][O:20][CH2:21][CH2:22][CH2:23][O:28][N:7]1[CH:8]=[CH:9][CH:10]=[C:5]([C:4]([O:3][CH3:1])=[O:17])[C:6]1=[O:11]. (4) Given the reactants Cl[C:2]1[N:11]=[C:10]([Cl:12])[CH:9]=[C:8]([C:13]#[N:14])[C:3]=1[C:4]([O:6][CH3:7])=[O:5].[F:15][C:16]1[CH:22]=[CH:21][C:19]([NH2:20])=[CH:18][C:17]=1[CH3:23].[CH3:24]CN(CC)CC.O, predict the reaction product. The product is: [Cl:12][C:10]1[CH:9]=[C:8]([C:13]#[N:14])[C:3]([C:4]([O:6][CH3:7])=[O:5])=[C:2]([NH:20][C:19]2[CH:21]=[CH:22][C:16]([F:15])=[C:17]([CH2:23][CH3:24])[CH:18]=2)[N:11]=1. (5) Given the reactants [C:1]([C:3]1[CH:4]=[C:5]([CH2:10][C:11]([O:13][CH3:14])=[O:12])[CH:6]=[CH:7][C:8]=1[F:9])#[N:2].[CH3:15][Si]([N-][Si](C)(C)C)(C)C.[Na+].CI, predict the reaction product. The product is: [C:1]([C:3]1[CH:4]=[C:5]([CH:10]([CH3:15])[C:11]([O:13][CH3:14])=[O:12])[CH:6]=[CH:7][C:8]=1[F:9])#[N:2].